From a dataset of NCI-60 drug combinations with 297,098 pairs across 59 cell lines. Regression. Given two drug SMILES strings and cell line genomic features, predict the synergy score measuring deviation from expected non-interaction effect. Drug 1: CC1=C(C(=CC=C1)Cl)NC(=O)C2=CN=C(S2)NC3=CC(=NC(=N3)C)N4CCN(CC4)CCO. Drug 2: C1CN1C2=NC(=NC(=N2)N3CC3)N4CC4. Cell line: MCF7. Synergy scores: CSS=17.9, Synergy_ZIP=-2.05, Synergy_Bliss=1.81, Synergy_Loewe=-0.107, Synergy_HSA=2.24.